This data is from Cav3 T-type calcium channel HTS with 100,875 compounds. The task is: Binary Classification. Given a drug SMILES string, predict its activity (active/inactive) in a high-throughput screening assay against a specified biological target. (1) The drug is S(=O)(=O)(NC(CC(C)C)C(=O)Nc1cc(OC)c(OC)cc1)c1cc2CCN(c2cc1)C(=O)C. The result is 0 (inactive). (2) The drug is S(CC(=O)NC(C(C)C)C)c1n(N)c(nn1)c1c2c(nc(c1)c1ccc(cc1)C)cccc2. The result is 0 (inactive). (3) The drug is S(CCCC)c1n(c(nn1)c1ccc(OC)cc1)C. The result is 0 (inactive). (4) The compound is O(CC1C2N(CCC1)CCCC2)C(=O)Nc1ccccc1. The result is 0 (inactive). (5) The molecule is Clc1cc2c(N3CCC(CC3)C(OCC)=O)c(cnc2cc1)C(=O)c1ccccc1. The result is 0 (inactive).